This data is from Reaction yield outcomes from USPTO patents with 853,638 reactions. The task is: Predict the reaction yield, written as a fraction of the theoretical maximum amount of product (1.0 means a 100% yield; for example, 0.34 means a 34% yield). The reactants are [N:1]1([C:6]2[CH:14]=[CH:13][C:9]([C:10]([OH:12])=O)=[CH:8][CH:7]=2)[CH:5]=[CH:4][N:3]=[N:2]1.C(Cl)(=O)C(Cl)=O.[CH3:21][C:22]([CH3:36])([CH3:35])[CH2:23][NH:24][C:25]1[C:30]([C:31]#[CH:32])=[CH:29][N:28]=[C:27]([C:33]#[N:34])[N:26]=1.C(N(CC)CC)C. The catalyst is C(Cl)Cl.CN(C=O)C.[Cu]I.CCOC(C)=O.CCCCCC. The product is [CH3:21][C:22]([CH3:36])([CH3:35])[CH2:23][NH:24][C:25]1[C:30]([C:31]#[C:32][C:10](=[O:12])[C:9]2[CH:8]=[CH:7][C:6]([N:1]3[CH:5]=[CH:4][N:3]=[N:2]3)=[CH:14][CH:13]=2)=[CH:29][N:28]=[C:27]([C:33]#[N:34])[N:26]=1. The yield is 0.310.